Dataset: Full USPTO retrosynthesis dataset with 1.9M reactions from patents (1976-2016). Task: Predict the reactants needed to synthesize the given product. (1) The reactants are: [CH3:1][C:2]1[CH:7]=[CH:6][C:5]([CH2:8][C:9]([OH:11])=O)=[CH:4][CH:3]=1.Cl.[CH2:13]([O:17][C:18](=[O:22])[CH:19]([CH3:21])[NH2:20])[CH:14]([CH3:16])[CH3:15]. Given the product [CH2:13]([O:17][C:18](=[O:22])[CH:19]([CH3:21])[NH:20][C:9](=[O:11])[CH2:8][C:5]1[CH:4]=[CH:3][C:2]([CH3:1])=[CH:7][CH:6]=1)[CH:14]([CH3:16])[CH3:15], predict the reactants needed to synthesize it. (2) Given the product [CH3:2][N:1]([C:17]([O:16][CH:12]([O:11][C:9](=[O:10])[CH:8]([CH3:27])[CH3:7])[CH:13]([CH3:15])[CH3:14])=[O:18])[CH2:3][C:4]([OH:6])=[O:5], predict the reactants needed to synthesize it. The reactants are: [NH:1]([CH2:3][C:4]([OH:6])=[O:5])[CH3:2].[CH3:7][CH:8]([CH3:27])[C:9]([O:11][CH:12]([O:16][C:17](ON1C(=O)CCC1=O)=[O:18])[CH:13]([CH3:15])[CH3:14])=[O:10]. (3) Given the product [CH2:29]([O:28][C:26]([N:24]1[C@H:23]([CH3:36])[CH2:22][CH2:21][C@@H:20]([C:18]2[O:9][CH:7]([CH3:8])[CH:2]([C:3]([O:5][CH3:6])=[O:4])[N:1]=2)[CH2:25]1)=[O:27])[C:30]1[CH:31]=[CH:32][CH:33]=[CH:34][CH:35]=1, predict the reactants needed to synthesize it. The reactants are: [NH2:1][CH:2]([CH:7]([OH:9])[CH3:8])[C:3]([O:5][CH3:6])=[O:4].C1N2CCN(CC2)C1.[CH:18]([C@H:20]1[CH2:25][N:24]([C:26]([O:28][CH2:29][C:30]2[CH:35]=[CH:34][CH:33]=[CH:32][CH:31]=2)=[O:27])[C@H:23]([CH3:36])[CH2:22][CH2:21]1)=O.C1C(=O)N(Cl)C(=O)C1. (4) The reactants are: [Br:1][C:2]1[CH:22]=[CH:21][C:5]([CH2:6][CH:7]2[C:11]3=[N:12][C:13]4[CH:18]=[CH:17][C:16]([F:19])=[CH:15][C:14]=4[N:10]3[C:9](=[O:20])[NH:8]2)=[CH:4][C:3]=1[F:23].BrC1C=CC(CC2C3=NC4C=C(F)C=CC=4N3C(=O)N2)=CC=1F.[NH2:47][C:48]12[CH2:55][CH2:54][C:51]([OH:56])([CH2:52][CH2:53]1)[CH2:50][CH2:49]2. Given the product [Br:1][C:2]1[CH:22]=[CH:21][C:5]([CH2:6][CH:7]([NH:8][C:9]([NH:47][C:48]23[CH2:55][CH2:54][C:51]([OH:56])([CH2:52][CH2:53]2)[CH2:50][CH2:49]3)=[O:20])[C:11]2[NH:10][C:14]3[CH:15]=[C:16]([F:19])[CH:17]=[CH:18][C:13]=3[N:12]=2)=[CH:4][C:3]=1[F:23], predict the reactants needed to synthesize it. (5) Given the product [OH:1][C:2]1[CH:11]=[C:10]([OH:12])[C:9]([C:26](=[O:28])[CH3:27])=[C:8]2[C:3]=1[C:4]([CH2:14][CH2:15][CH3:16])=[CH:5][C:6](=[O:13])[O:7]2, predict the reactants needed to synthesize it. The reactants are: [OH:1][C:2]1[CH:11]=[C:10]([OH:12])[CH:9]=[C:8]2[C:3]=1[C:4]([CH2:14][CH2:15][CH3:16])=[CH:5][C:6](=[O:13])[O:7]2.[N+](C1C=CC=CC=1)([O-])=O.[C:26](OC(=O)C)(=[O:28])[CH3:27].Cl. (6) Given the product [Cl:8][C:7]1[CH:6]=[CH:5][CH:4]=[C:3]([N+:9]([O-:11])=[O:10])[C:2]=1[N:12]1[CH2:17][CH2:16][CH2:15][CH2:14][CH2:13]1, predict the reactants needed to synthesize it. The reactants are: Cl[C:2]1[C:7]([Cl:8])=[CH:6][CH:5]=[CH:4][C:3]=1[N+:9]([O-:11])=[O:10].[NH:12]1[CH2:17][CH2:16][CH2:15][CH2:14][CH2:13]1.